This data is from Catalyst prediction with 721,799 reactions and 888 catalyst types from USPTO. The task is: Predict which catalyst facilitates the given reaction. (1) Reactant: C[O-].[Na+].[F:4][C:5]1[C:6]([O:14][CH2:15][C:16]2[CH:21]=[CH:20][CH:19]=[CH:18][CH:17]=2)=[C:7](C(=N)N)[CH:8]=[CH:9][CH:10]=1.C(C(CC(C)C)C(OC)=O)(=O)C.[Cl:34]C1C=CC=C(F)C=1O.C([O-])([O-])=O.[Cs+].[Cs+].C(Br)C1C=CC=CC=1. Product: [C:16]1([CH2:15][O:14][C:6]2[C:5]([F:4])=[CH:10][CH:9]=[CH:8][C:7]=2[Cl:34])[CH:21]=[CH:20][CH:19]=[CH:18][CH:17]=1. The catalyst class is: 31. (2) Reactant: [NH:1]1[CH2:6][CH2:5][CH:4]([CH2:7][C:8]([OH:10])=[O:9])[CH2:3][CH2:2]1.[OH-].[Na+].[C:13](Cl)(=[O:24])[O:14][CH2:15][C:16]1[CH:21]=[C:20]([Cl:22])[CH:19]=[C:18]([Cl:23])[CH:17]=1.Cl. Product: [Cl:22][C:20]1[CH:21]=[C:16]([CH:17]=[C:18]([Cl:23])[CH:19]=1)[CH2:15][O:14][C:13]([N:1]1[CH2:6][CH2:5][CH:4]([CH2:7][C:8]([OH:10])=[O:9])[CH2:3][CH2:2]1)=[O:24]. The catalyst class is: 2. (3) The catalyst class is: 611. Reactant: [CH3:1][N:2]([CH3:31])[S:3]([C:6]1[CH:11]=[CH:10][C:9]([C:12]2[CH:17]=[C:16]([C:18]([N:20]([CH2:24][CH2:25][CH3:26])[CH2:21][CH2:22][CH3:23])=[O:19])[CH:15]=[C:14]([C:27]([O:29]C)=[O:28])[CH:13]=2)=[CH:8][CH:7]=1)(=[O:5])=[O:4].[CH3:32]O. Product: [CH3:32][C:13]1[C:14]([C:27]([OH:29])=[O:28])=[CH:15][C:16]([C:18]([N:20]([CH2:24][CH2:25][CH3:26])[CH2:21][CH2:22][CH3:23])=[O:19])=[CH:17][C:12]=1[C:9]1[CH:8]=[CH:7][C:6]([S:3]([N:2]([CH3:31])[CH3:1])(=[O:4])=[O:5])=[CH:11][CH:10]=1.